This data is from Forward reaction prediction with 1.9M reactions from USPTO patents (1976-2016). The task is: Predict the product of the given reaction. (1) Given the reactants O.NN.[Cl:4][C:5]1[CH:10]=[CH:9][C:8]([CH:11]([NH:25][C:26]([C:28]2([NH:43][C:44](=[O:50])[O:45][C:46]([CH3:49])([CH3:48])[CH3:47])[CH2:33][CH2:32][N:31]([C:34]3[C:35]4[CH:42]=[CH:41][NH:40][C:36]=4[N:37]=[CH:38][N:39]=3)[CH2:30][CH2:29]2)=[O:27])[CH2:12][CH2:13][N:14]2C(=O)C3C(=CC=CC=3)C2=O)=[CH:7][CH:6]=1, predict the reaction product. The product is: [NH2:14][CH2:13][CH2:12][CH:11]([NH:25][C:26]([C:28]1([NH:43][C:44](=[O:50])[O:45][C:46]([CH3:48])([CH3:47])[CH3:49])[CH2:29][CH2:30][N:31]([C:34]2[C:35]3[CH:42]=[CH:41][NH:40][C:36]=3[N:37]=[CH:38][N:39]=2)[CH2:32][CH2:33]1)=[O:27])[C:8]1[CH:7]=[CH:6][C:5]([Cl:4])=[CH:10][CH:9]=1. (2) Given the reactants [Cl:1][C:2]1[C:3]([C:9]2[CH:14]=[CH:13][CH:12]=[C:11]([NH:15][CH2:16][CH:17]3[CH2:22][CH2:21][O:20][CH2:19][CH2:18]3)[N:10]=2)=[CH:4][C:5](F)=[N:6][CH:7]=1.[NH2:23][C@H:24]1[CH2:29][CH2:28][C@H:27]([NH2:30])[CH2:26][CH2:25]1, predict the reaction product. The product is: [NH2:23][C@H:24]1[CH2:29][CH2:28][C@H:27]([NH:30][C:5]2[CH:4]=[C:3]([C:9]3[CH:14]=[CH:13][CH:12]=[C:11]([NH:15][CH2:16][CH:17]4[CH2:22][CH2:21][O:20][CH2:19][CH2:18]4)[N:10]=3)[C:2]([Cl:1])=[CH:7][N:6]=2)[CH2:26][CH2:25]1. (3) Given the reactants [C:1]([C:3]1([NH:6][C:7]([C@@H:9]2[CH2:13][C@@H:12]([S:14][C:15]3[CH:20]=[CH:19][CH:18]=[CH:17][C:16]=3[O:21][C:22]([F:25])([F:24])[F:23])[CH2:11][NH:10]2)=[O:8])[CH2:5][CH2:4]1)#[N:2].[CH2:26]([O:28][C:29]([N:31]1[CH2:36][CH2:35][CH:34]([N:37]2[CH2:40][CH2:39][CH:38]2[C:41]([O-])=[O:42])[CH2:33][CH2:32]1)=[O:30])[CH3:27].[Li+], predict the reaction product. The product is: [C:1]([C:3]1([NH:6][C:7]([C@@H:9]2[CH2:13][C@@H:12]([S:14][C:15]3[CH:20]=[CH:19][CH:18]=[CH:17][C:16]=3[O:21][C:22]([F:25])([F:23])[F:24])[CH2:11][N:10]2[C:41]([CH:38]2[CH2:39][CH2:40][N:37]2[CH:34]2[CH2:33][CH2:32][N:31]([C:29]([O:28][CH2:26][CH3:27])=[O:30])[CH2:36][CH2:35]2)=[O:42])=[O:8])[CH2:4][CH2:5]1)#[N:2]. (4) Given the reactants [NH2:1][C:2]1[C:7]([O:8][CH2:9][CH:10]2[CH2:15][CH2:14][N:13]([C:16]3[N:21]=[C:20]([O:22][CH2:23][C:24]4([C:27]#[N:28])[CH2:26][CH2:25]4)[N:19]=[C:18](C(C#N)C#N)[N:17]=3)[CH2:12][CH2:11]2)=[CH:6][C:5]([C:34]2[N:35]=[CH:36][N:37]([CH3:39])[CH:38]=2)=[CH:4][N:3]=1.[F:40][C:41]([F:46])([F:45])[C@@H:42]([NH2:44])[CH3:43].C1C=C(Cl)C=C([C:54](OO)=[O:55])C=1, predict the reaction product. The product is: [NH2:1][C:2]1[C:7]([O:8][CH2:9][CH:10]2[CH2:11][CH2:12][N:13]([C:16]3[N:21]=[C:20]([O:22][CH2:23][C:24]4([C:27]#[N:28])[CH2:26][CH2:25]4)[N:19]=[C:18]([C:54]([NH:44][C@@H:42]([CH3:43])[C:41]([F:46])([F:45])[F:40])=[O:55])[N:17]=3)[CH2:14][CH2:15]2)=[CH:6][C:5]([C:34]2[N:35]=[CH:36][N:37]([CH3:39])[CH:38]=2)=[CH:4][N:3]=1.